Dataset: Full USPTO retrosynthesis dataset with 1.9M reactions from patents (1976-2016). Task: Predict the reactants needed to synthesize the given product. Given the product [ClH:38].[CH3:33][C:21]1[CH:22]=[C:23]([C:26]2[NH:27][CH:28]=[N:29][N:36]=2)[CH:24]=[CH:25][C:20]=1[C:17]1[CH:16]=[CH:15][C:14]([CH2:13][NH:7][CH2:8][CH2:9][CH:10]([CH3:12])[CH3:11])=[CH:19][CH:18]=1, predict the reactants needed to synthesize it. The reactants are: C(OC(=O)[N:7]([CH2:13][C:14]1[CH:19]=[CH:18][C:17]([C:20]2[CH:25]=[CH:24][C:23]([C:26](=O)[N:27]=[CH:28][N:29](C)C)=[CH:22][C:21]=2[CH3:33])=[CH:16][CH:15]=1)[CH2:8][CH2:9][CH:10]([CH3:12])[CH3:11])(C)(C)C.O.[NH2:36]N.[ClH:38].